From a dataset of Forward reaction prediction with 1.9M reactions from USPTO patents (1976-2016). Predict the product of the given reaction. (1) Given the reactants Cl[C:2]1[C:7]([O:8][CH2:9][O:10][CH3:11])=[CH:6][CH:5]=[C:4]([I:12])[N:3]=1.[CH3:13][O-:14].[Na+], predict the reaction product. The product is: [I:12][C:4]1[N:3]=[C:2]([O:14][CH3:13])[C:7]([O:8][CH2:9][O:10][CH3:11])=[CH:6][CH:5]=1. (2) Given the reactants [Br:1][C:2]1[CH:9]=[CH:8][CH:7]=[CH:6][C:3]=1[CH2:4]Br.O.[C-:11]#[N:12].[K+], predict the reaction product. The product is: [Br:1][C:2]1[CH:9]=[CH:8][CH:7]=[CH:6][C:3]=1[CH2:4][C:11]#[N:12].